Dataset: Forward reaction prediction with 1.9M reactions from USPTO patents (1976-2016). Task: Predict the product of the given reaction. (1) Given the reactants [CH:1]1([C:4]2[N:17]=[C:7]3[C:8]([O:15][CH3:16])=[CH:9][CH:10]=[C:11](B(O)O)[N:6]3[N:5]=2)[CH2:3][CH2:2]1.C([O-])([O-])=O.[K+].[K+].Br[C:25]1[CH:26]=[C:27]([CH:30]=[CH:31][N:32]=1)[C:28]#[N:29], predict the reaction product. The product is: [CH:1]1([C:4]2[N:17]=[C:7]3[C:8]([O:15][CH3:16])=[CH:9][CH:10]=[C:11]([C:25]4[CH:26]=[C:27]([CH:30]=[CH:31][N:32]=4)[C:28]#[N:29])[N:6]3[N:5]=2)[CH2:3][CH2:2]1. (2) Given the reactants [O:1]1[CH2:5][CH2:4][CH:3]([CH2:6][OH:7])[CH2:2]1.[C:8]1([CH3:18])[CH:13]=[CH:12][C:11]([S:14](Cl)(=[O:16])=[O:15])=[CH:10][CH:9]=1.O, predict the reaction product. The product is: [O:1]1[CH2:5][CH2:4][CH:3]([CH2:6][O:7][S:14]([C:11]2[CH:12]=[CH:13][C:8]([CH3:18])=[CH:9][CH:10]=2)(=[O:16])=[O:15])[CH2:2]1.